This data is from Reaction yield outcomes from USPTO patents with 853,638 reactions. The task is: Predict the reaction yield, written as a fraction of the theoretical maximum amount of product (1.0 means a 100% yield; for example, 0.34 means a 34% yield). (1) The reactants are [CH3:1][C:2]1([CH3:14])[C:6]2[CH:7]=[CH:8][C:9]([C:11](Cl)=[O:12])=[CH:10][C:5]=2[O:4][CH2:3]1.N1C=CC=CC=1.[CH3:21][C:22]1[CH:37]=[C:25]2[N:26]=[C:27]([NH2:36])[CH:28]=[C:29]([C:30]3[CH:35]=[CH:34][CH:33]=[CH:32][CH:31]=3)[N:24]2[N:23]=1. The catalyst is C(#N)C.O. The product is [CH3:1][C:2]1([CH3:14])[C:6]2[CH:7]=[CH:8][C:9]([C:11]([NH:36][C:27]3[CH:28]=[C:29]([C:30]4[CH:35]=[CH:34][CH:33]=[CH:32][CH:31]=4)[N:24]4[N:23]=[C:22]([CH3:21])[CH:37]=[C:25]4[N:26]=3)=[O:12])=[CH:10][C:5]=2[O:4][CH2:3]1. The yield is 0.110. (2) The reactants are [CH2:1]([O:8][N:9]1[C:15](=[O:16])[N:14]2[CH2:17][C@H:10]1[CH2:11][CH2:12][C@H:13]2[C:18]([OH:20])=O)[C:2]1[CH:7]=[CH:6][CH:5]=[CH:4][CH:3]=1.[NH:21]([C:23](=[O:35])[CH2:24][CH2:25][CH2:26][NH:27][C:28](=[O:34])[O:29][C:30]([CH3:33])([CH3:32])[CH3:31])[NH2:22].CN(C(ON1N=NC2C=CC=NC1=2)=[N+](C)C)C.F[P-](F)(F)(F)(F)F.CCN(C(C)C)C(C)C. The catalyst is C(Cl)Cl. The product is [CH2:1]([O:8][N:9]1[C:15](=[O:16])[N:14]2[CH2:17][C@H:10]1[CH2:11][CH2:12][C@H:13]2[C:18]([NH:22][NH:21][C:23](=[O:35])[CH2:24][CH2:25][CH2:26][NH:27][C:28](=[O:34])[O:29][C:30]([CH3:31])([CH3:33])[CH3:32])=[O:20])[C:2]1[CH:3]=[CH:4][CH:5]=[CH:6][CH:7]=1. The yield is 0.930. (3) The reactants are [F:1][C:2]1[CH:3]=[C:4]([N:8]2[CH2:12][C@@H:11]([CH2:13][N:14]3C(=O)C4C(=CC=CC=4)C3=O)[O:10][C:9]2=[O:25])[CH:5]=[CH:6][CH:7]=1.O.NN. The catalyst is CCO. The product is [NH2:14][CH2:13][C@@H:11]1[O:10][C:9](=[O:25])[N:8]([C:4]2[CH:5]=[CH:6][CH:7]=[C:2]([F:1])[CH:3]=2)[CH2:12]1. The yield is 0.966. (4) The reactants are [CH:1]([N:14]1[CH2:17][C:16]([CH3:19])([OH:18])[CH2:15]1)([C:8]1[CH:13]=[CH:12][CH:11]=[CH:10][CH:9]=1)[C:2]1[CH:7]=[CH:6][CH:5]=[CH:4][CH:3]=1.[CH3:20]I.[H-].[Na+]. The catalyst is CN(C=O)C. The product is [CH:1]([N:14]1[CH2:17][C:16]([O:18][CH3:20])([CH3:19])[CH2:15]1)([C:8]1[CH:13]=[CH:12][CH:11]=[CH:10][CH:9]=1)[C:2]1[CH:3]=[CH:4][CH:5]=[CH:6][CH:7]=1. The yield is 0.290. (5) The reactants are [CH2:1]([S:4](Cl)(=[O:6])=[O:5])[CH2:2][CH3:3].N1C=CC=CC=1.[NH:14]1[CH:18]=[C:17]([CH:19]2[CH2:28][CH2:27][CH2:26][C:25]3[C:24]([NH2:29])=[CH:23][CH:22]=[CH:21][C:20]2=3)[N:16]=[CH:15]1.C(O)C(N)(CO)CO. The catalyst is ClCCl. The product is [NH:16]1[C:17]([CH:19]2[CH2:28][CH2:27][CH2:26][C:25]3[C:24]([NH:29][S:4]([CH2:1][CH2:2][CH3:3])(=[O:6])=[O:5])=[CH:23][CH:22]=[CH:21][C:20]2=3)=[CH:18][N:14]=[CH:15]1. The yield is 0.219. (6) The reactants are [CH2:1]1[CH2:6][CH:5]([CH:7]([C:14]([OH:16])=[O:15])[C:8]2[CH:13]=[CH:12][CH:11]=[CH:10][CH:9]=2)[NH:4][CH2:3][CH2:2]1.CO.[ClH:19].[CH:20](OC)(OC)OC. The catalyst is O. The product is [CH3:20][O:15][C:14]([C@@H:7]([C:8]1[CH:9]=[CH:10][CH:11]=[CH:12][CH:13]=1)[C@H:5]1[NH:4][CH2:3][CH2:2][CH2:1][CH2:6]1)=[O:16].[ClH:19]. The yield is 0.920.